Dataset: Peptide-MHC class I binding affinity with 185,985 pairs from IEDB/IMGT. Task: Regression. Given a peptide amino acid sequence and an MHC pseudo amino acid sequence, predict their binding affinity value. This is MHC class I binding data. (1) The peptide sequence is GPMMCPFLF. The MHC is HLA-B35:01 with pseudo-sequence HLA-B35:01. The binding affinity (normalized) is 0.386. (2) The peptide sequence is LYVAGVPEL. The MHC is HLA-B18:01 with pseudo-sequence HLA-B18:01. The binding affinity (normalized) is 0.0847. (3) The MHC is HLA-A02:16 with pseudo-sequence HLA-A02:16. The binding affinity (normalized) is 1.00. The peptide sequence is GLLASAPGI. (4) The peptide sequence is EPIDKELYPL. The MHC is HLA-B35:01 with pseudo-sequence HLA-B35:01. The binding affinity (normalized) is 0.244. (5) The peptide sequence is SSPSRCERM. The MHC is Mamu-B17 with pseudo-sequence Mamu-B17. The binding affinity (normalized) is 0.143.